This data is from Forward reaction prediction with 1.9M reactions from USPTO patents (1976-2016). The task is: Predict the product of the given reaction. Given the reactants [Cl:1][C:2]1[C:3]2[C:10]([I:11])=[CH:9][N:8]([CH:12]3[CH2:17][CH2:16][N:15](C(OC(C)(C)C)=O)[CH2:14][CH2:13]3)[C:4]=2[N:5]=[CH:6][N:7]=1.FC(F)(F)C(O)=O, predict the reaction product. The product is: [Cl:1][C:2]1[C:3]2[C:10]([I:11])=[CH:9][N:8]([CH:12]3[CH2:17][CH2:16][NH:15][CH2:14][CH2:13]3)[C:4]=2[N:5]=[CH:6][N:7]=1.